This data is from Reaction yield outcomes from USPTO patents with 853,638 reactions. The task is: Predict the reaction yield, written as a fraction of the theoretical maximum amount of product (1.0 means a 100% yield; for example, 0.34 means a 34% yield). (1) The reactants are [Br:1][C:2]1[CH:28]=[CH:27][C:5]([C:6]([NH:8][NH:9][C:10](=[O:26])[C@H:11]([NH:15][C:16]2[CH:21]=[CH:20][C:19]([C:22]#[N:23])=[C:18]([Cl:24])[C:17]=2[CH3:25])[C@@H:12]([OH:14])[CH3:13])=[O:7])=[CH:4][CH:3]=1.N1C=CN=C1.[CH3:34][C:35]([Si:38](Cl)([CH3:40])[CH3:39])([CH3:37])[CH3:36]. The catalyst is CN(C=O)C. The product is [Br:1][C:2]1[CH:3]=[CH:4][C:5]([C:6]([NH:8][NH:9][C:10](=[O:26])[C@H:11]([NH:15][C:16]2[CH:21]=[CH:20][C:19]([C:22]#[N:23])=[C:18]([Cl:24])[C:17]=2[CH3:25])[C@@H:12]([O:14][Si:38]([C:35]([CH3:37])([CH3:36])[CH3:34])([CH3:40])[CH3:39])[CH3:13])=[O:7])=[CH:27][CH:28]=1. The yield is 0.940. (2) The reactants are [OH:1][C:2]1[CH:7]=[CH:6][C:5]([SH:8])=[CH:4][CH:3]=1.C([O-])([O-])=O.[K+].[K+].[CH2:15](Br)[CH:16]=[CH2:17].Cl. The catalyst is CN(C=O)C. The product is [CH2:17]([S:8][C:5]1[CH:6]=[CH:7][C:2]([OH:1])=[CH:3][CH:4]=1)[CH:16]=[CH2:15]. The yield is 0.700. (3) The reactants are [Cl:1][C:2]1[CH:3]=[C:4]([C:19]2[N:23]=[C:22]([C:24](OCC)=[O:25])[O:21][N:20]=2)[CH:5]=[C:6]([Cl:18])[C:7]=1[O:8][CH2:9][C:10]1[CH:15]=[CH:14][C:13]([O:16][CH3:17])=[CH:12][CH:11]=1.[OH:29][C:30]1[CH:37]=[CH:36][C:33]([CH2:34][NH2:35])=[CH:32][CH:31]=1. The yield is 0.880. The catalyst is CCO. The product is [Cl:18][C:6]1[CH:5]=[C:4]([C:19]2[N:23]=[C:22]([C:24]([NH:35][CH2:34][C:33]3[CH:36]=[CH:37][C:30]([OH:29])=[CH:31][CH:32]=3)=[O:25])[O:21][N:20]=2)[CH:3]=[C:2]([Cl:1])[C:7]=1[O:8][CH2:9][C:10]1[CH:11]=[CH:12][C:13]([O:16][CH3:17])=[CH:14][CH:15]=1.